Dataset: Forward reaction prediction with 1.9M reactions from USPTO patents (1976-2016). Task: Predict the product of the given reaction. Given the reactants C([NH:9][CH2:10][C@@H:11]([C@H:17]([OH:22])[C:18]([F:21])([F:20])[F:19])[C:12]([O:14]CC)=[O:13])(=O)C1C=CC=CC=1.CCN(CC)CC, predict the reaction product. The product is: [NH2:9][CH2:10][C@@H:11]([C@H:17]([OH:22])[C:18]([F:20])([F:21])[F:19])[C:12]([OH:14])=[O:13].